This data is from Catalyst prediction with 721,799 reactions and 888 catalyst types from USPTO. The task is: Predict which catalyst facilitates the given reaction. (1) Reactant: Br[C:2]1[CH:3]=[C:4]([CH2:8][C:9]([OH:11])=[O:10])[CH:5]=[CH:6][CH:7]=1.[C:12]([O:16][CH3:17])(=[O:15])[CH:13]=[CH2:14].CC1C=CC=CC=1P(C1C=CC=CC=1C)C1C=CC=CC=1C.CCN(CC)CC. Product: [CH3:17][O:16][C:12](=[O:15])/[CH:13]=[CH:14]/[C:2]1[CH:7]=[CH:6][CH:5]=[C:4]([CH2:8][C:9]([OH:11])=[O:10])[CH:3]=1. The catalyst class is: 318. (2) Reactant: [Cl:1][C:2]1[CH:11]=[C:10]2[C:5]([C:6]([N:12]3[CH2:17][CH2:16][N:15]([C:18]([NH:20][C:21]4[CH:26]=[CH:25][C:24](C(F)(F)F)=[CH:23][CH:22]=4)=[O:19])[CH2:14][CH2:13]3)=[CH:7][CH:8]=[N:9]2)=[CH:4][CH:3]=1.ClC1C=C2C(C(N3CCNCC3)=CC=N2)=CC=1.C(N(C(C)C)CC)(C)C.[CH2:57]([O:59]C1C=CC(N=C=O)=CC=1)[CH3:58]. Product: [Cl:1][C:2]1[CH:11]=[C:10]2[C:5]([C:6]([N:12]3[CH2:13][CH2:14][N:15]([C:18]([NH:20][C:21]4[CH:26]=[CH:25][C:24]([O:59][CH2:57][CH3:58])=[CH:23][CH:22]=4)=[O:19])[CH2:16][CH2:17]3)=[CH:7][CH:8]=[N:9]2)=[CH:4][CH:3]=1. The catalyst class is: 61.